Dataset: Full USPTO retrosynthesis dataset with 1.9M reactions from patents (1976-2016). Task: Predict the reactants needed to synthesize the given product. (1) Given the product [CH:19]1([NH:22][C:23](=[O:40])[C:24]2[CH:29]=[CH:28][C:27]([CH3:30])=[C:26]([C:2]3[CH:10]=[C:9]4[C:5]([C:6]([C:11]5[CH:16]=[CH:15][C:14]([O:17][CH3:18])=[CH:13][CH:12]=5)=[N:7][NH:8]4)=[CH:4][CH:3]=3)[CH:25]=2)[CH2:20][CH2:21]1, predict the reactants needed to synthesize it. The reactants are: Br[C:2]1[CH:10]=[C:9]2[C:5]([C:6]([C:11]3[CH:16]=[CH:15][C:14]([O:17][CH3:18])=[CH:13][CH:12]=3)=[N:7][NH:8]2)=[CH:4][CH:3]=1.[CH:19]1([NH:22][C:23](=[O:40])[C:24]2[CH:29]=[CH:28][C:27]([CH3:30])=[C:26](B3OC(C)(C)C(C)(C)O3)[CH:25]=2)[CH2:21][CH2:20]1.C(=O)([O-])O.[Na+]. (2) Given the product [CH3:1][O:2][C:3](=[O:5])[CH2:4][C:22]1[C:23]([CH3:27])=[C:24]([O:26][C:8]2[C:7]([Br:6])=[CH:12][C:11]([S:13]([CH2:16][CH3:17])(=[O:15])=[O:14])=[CH:10][N:9]=2)[C:30]2[C:29](=[CH:34][CH:33]=[C:32]([F:35])[CH:31]=2)[CH:28]=1, predict the reactants needed to synthesize it. The reactants are: [CH3:1][O:2][C:3](=[O:5])[CH3:4].[Br:6][C:7]1[C:8](Cl)=[N:9][CH:10]=[C:11]([S:13]([CH2:16][CH3:17])(=[O:15])=[O:14])[CH:12]=1.COC(=O)[C:22](=[CH:28][C:29]1[CH:34]=[CH:33][C:32]([F:35])=[CH:31][CH:30]=1)[CH:23]([CH3:27])[C:24]([OH:26])=O.